Task: Binary Classification. Given a drug SMILES string, predict its activity (active/inactive) in a high-throughput screening assay against a specified biological target.. Dataset: SARS-CoV-2 main protease (3CLPro) crystallographic fragment screen with 879 compounds (1) The compound is Cc1ccc(CC(=O)Nc2nccs2)cc1. The result is 0 (inactive). (2) The drug is O=C(NC1CCN(C(=O)CCl)CC1)c1ccccc1. The result is 1 (active). (3) The molecule is COCC(=O)Nc1c(C)cc(C)cc1C. The result is 0 (inactive). (4) The drug is O=C(CCl)N1CCN(Cc2cccc3ccccc23)CC1. The result is 1 (active). (5) The molecule is C[C@H](O)CNCc1c(Cl)cccc1Cl. The result is 0 (inactive). (6) The compound is COc1ccc(CN2CCOCC2)cc1OC. The result is 0 (inactive). (7) The result is 0 (inactive). The drug is CC(C)n1cc(C(=O)O)nn1.